From a dataset of Experimentally validated miRNA-target interactions with 360,000+ pairs, plus equal number of negative samples. Binary Classification. Given a miRNA mature sequence and a target amino acid sequence, predict their likelihood of interaction. The miRNA is gga-miR-375 with sequence UUUGUUCGUUCGGCUCGCGUUA. Result: 0 (no interaction). The protein sequence of the target gene is MAGSPLLWGPRAGGVGLLVLLLLGLFRPPPALCARPVKEPRGLSAASPPLAETGAPRRFRRSVPRGEAAGAVQELARALAHLLEAERQERARAEAQEAEDQQARVLAQLLRVWGAPRNSDPALGLDDDPDAPAAQLARALLRARLDPAALAAQLVPAPVPAAALRPRPPVYDDGPAGPDAEEAGDETPDVDPELLRYLLGRILAGSADSEGVAAPRRLRRAADHDVGSELPPEGVLGALLRVKRLETPAPQVPARRLLPP.